From a dataset of Forward reaction prediction with 1.9M reactions from USPTO patents (1976-2016). Predict the product of the given reaction. (1) Given the reactants C([Li])CCC.[CH2:6]([C@@H:13]1[CH2:18][N:17]([CH2:19][C:20]2[CH:25]=[CH:24][CH:23]=[CH:22][CH:21]=2)[CH2:16][CH2:15][N:14]1[S:26]([CH3:29])(=[O:28])=[O:27])[C:7]1[CH:12]=[CH:11][CH:10]=[CH:9][CH:8]=1.[C:30](OC)(=[O:37])[C:31]1[CH:36]=[CH:35][CH:34]=[CH:33][CH:32]=1.Cl.C(=O)(O)[O-].[Na+], predict the reaction product. The product is: [CH2:6]([C@@H:13]1[CH2:18][N:17]([CH2:19][C:20]2[CH:25]=[CH:24][CH:23]=[CH:22][CH:21]=2)[CH2:16][CH2:15][N:14]1[S:26]([CH2:29][C:30]([C:31]1[CH:36]=[CH:35][CH:34]=[CH:33][CH:32]=1)=[O:37])(=[O:28])=[O:27])[C:7]1[CH:12]=[CH:11][CH:10]=[CH:9][CH:8]=1. (2) Given the reactants C([Si](C)(C)[O:6][C:7]1[CH:8]=[C:9]([CH:21]=[CH:22][C:23]2[O:27][N:26]=[C:25]([CH2:28][CH2:29][CH3:30])[N:24]=2)[CH:10]=[CH:11][C:12]=1[O:13][Si](C(C)(C)C)(C)C)(C)(C)C.CCCC[N+](CCCC)(CCCC)CCCC.[F-], predict the reaction product. The product is: [CH2:28]([C:25]1[N:24]=[C:23]([CH:22]=[CH:21][C:9]2[CH:8]=[C:7]([OH:6])[C:12]([OH:13])=[CH:11][CH:10]=2)[O:27][N:26]=1)[CH2:29][CH3:30]. (3) Given the reactants [C:1]([O:5][C:6](=[O:36])[CH2:7][CH:8]([CH2:12][C:13](=[O:35])[NH:14][O:15][C:16]([C:29]1[CH:34]=[CH:33][CH:32]=[CH:31][CH:30]=1)([C:23]1[CH:28]=[CH:27][CH:26]=[CH:25][CH:24]=1)[C:17]1[CH:22]=[CH:21][CH:20]=[CH:19][CH:18]=1)[C:9](O)=[O:10])([CH3:4])([CH3:3])[CH3:2].[NH2:37][CH2:38][CH2:39][CH2:40][CH2:41][CH2:42][OH:43], predict the reaction product. The product is: [C:1]([O:5][C:6](=[O:36])[CH2:7][CH:8]([C:9](=[O:10])[NH:37][CH2:38][CH2:39][CH2:40][CH2:41][CH2:42][OH:43])[CH2:12][C:13](=[O:35])[NH:14][O:15][C:16]([C:23]1[CH:28]=[CH:27][CH:26]=[CH:25][CH:24]=1)([C:17]1[CH:22]=[CH:21][CH:20]=[CH:19][CH:18]=1)[C:29]1[CH:30]=[CH:31][CH:32]=[CH:33][CH:34]=1)([CH3:3])([CH3:2])[CH3:4]. (4) Given the reactants Br[CH2:2][CH2:3][CH2:4][C:5]([C:21]#[N:22])([C:11]1[CH:16]=[CH:15][C:14]([O:17][CH3:18])=[C:13]([O:19][CH3:20])[CH:12]=1)[C:6]([O:8][CH2:9][CH3:10])=[O:7].[CH3:23][NH:24][CH2:25][CH2:26][C:27]1[CH:37]=[CH:36][C:30]([C:31]([O:33][CH2:34][CH3:35])=[O:32])=[CH:29][CH:28]=1, predict the reaction product. The product is: [C:21]([C:5]([C:11]1[CH:16]=[CH:15][C:14]([O:17][CH3:18])=[C:13]([O:19][CH3:20])[CH:12]=1)([C:6]([O:8][CH2:9][CH3:10])=[O:7])[CH2:4][CH2:3][CH2:2][N:24]([CH3:23])[CH2:25][CH2:26][C:27]1[CH:37]=[CH:36][C:30]([C:31]([O:33][CH2:34][CH3:35])=[O:32])=[CH:29][CH:28]=1)#[N:22]. (5) Given the reactants C([O:5][C:6](=O)[NH:7][C@H:8]1[CH2:13][CH2:12][C@@H:11]([NH:14][C:15]2[N:20]=[C:19]([N:21]([CH3:23])[CH3:22])[C:18]([CH3:24])=[CH:17][N:16]=2)[CH2:10][CH2:9]1)(C)(C)C.[Br:26][CH2:27]C(Br)=O, predict the reaction product. The product is: [Br:26][CH2:27][C:6]([NH:7][CH:8]1[CH2:13][CH2:12][CH:11]([NH:14][C:15]2[N:20]=[C:19]([N:21]([CH3:23])[CH3:22])[C:18]([CH3:24])=[CH:17][N:16]=2)[CH2:10][CH2:9]1)=[O:5].